From a dataset of Full USPTO retrosynthesis dataset with 1.9M reactions from patents (1976-2016). Predict the reactants needed to synthesize the given product. (1) Given the product [NH2:2][CH:3]([CH2:8][C:9]1[CH:14]=[C:13]([F:15])[CH:12]=[C:11]([F:16])[CH:10]=1)[C:4]([NH2:18])=[O:5], predict the reactants needed to synthesize it. The reactants are: Cl.[NH2:2][CH:3]([CH2:8][C:9]1[CH:14]=[C:13]([F:15])[CH:12]=[C:11]([F:16])[CH:10]=1)[C:4](OC)=[O:5].[OH-].[NH4+:18]. (2) Given the product [Cl:20][C:21]1[CH:26]=[CH:25][C:24]([C:8]2[C:7]([O:19][CH2:18][CH:16]3[CH2:17][O:13][CH2:14][O:15]3)=[N:6][CH:5]=[C:4]([CH:9]=2)[C:3]([NH:30][C@@H:31]2[CH2:36][CH2:35][CH2:34][CH2:33][C@H:32]2[OH:37])=[O:12])=[CH:23][CH:22]=1, predict the reactants needed to synthesize it. The reactants are: CO[C:3](=[O:12])[C:4]1[CH:9]=[C:8](Br)[C:7](Cl)=[N:6][CH:5]=1.[O:13]1[CH2:17][CH:16]([CH2:18][OH:19])[O:15][CH2:14]1.[Cl:20][C:21]1[CH:26]=[CH:25][C:24](B(O)O)=[CH:23][CH:22]=1.[NH2:30][C@@H:31]1[CH2:36][CH2:35][CH2:34][CH2:33][C@H:32]1[OH:37]. (3) Given the product [O:30]1[CH2:31][CH2:32][CH2:33][CH2:34][CH:29]1[O:28][CH2:27][CH2:26][O:25][C:24]1[C:19]([CH2:18][O:6][CH2:5][CH2:4][N:2]([CH3:3])[CH3:1])=[N:20][CH:21]=[CH:22][CH:23]=1, predict the reactants needed to synthesize it. The reactants are: [CH3:1][N:2]([CH2:4][CH2:5][OH:6])[CH3:3].CC(C)([O-])C.[K+].CS(O[CH2:18][C:19]1[C:24]([O:25][CH2:26][CH2:27][O:28][CH:29]2[CH2:34][CH2:33][CH2:32][CH2:31][O:30]2)=[CH:23][CH:22]=[CH:21][N:20]=1)(=O)=O. (4) Given the product [Br:1][C:2]1[CH:3]=[C:4]([C:9]2[N:13]([C:14]3[CH:19]=[CH:18][N:17]=[C:16]([Cl:20])[CH:15]=3)[N:12]=[C:11]([C:21]([N:45]3[CH2:50][CH2:49][NH:48][C:47](=[O:51])[CH2:46]3)=[O:22])[CH:10]=2)[CH:5]=[C:6]([F:8])[CH:7]=1, predict the reactants needed to synthesize it. The reactants are: [Br:1][C:2]1[CH:3]=[C:4]([C:9]2[N:13]([C:14]3[CH:19]=[CH:18][N:17]=[C:16]([Cl:20])[CH:15]=3)[N:12]=[C:11]([C:21](O)=[O:22])[CH:10]=2)[CH:5]=[C:6]([F:8])[CH:7]=1.ClC1C=C(C2N(C3C=NC=CC=3)N=C(C([N:45]3[CH2:50][CH2:49][NH:48][C:47](=[O:51])[CH2:46]3)=O)C=2)C=C(F)C=1.O=C1CNCCN1. (5) Given the product [Br:1][C:2]1[CH:11]=[C:10]2[C:5]([C:6]([NH:15][CH2:16][CH2:17][CH2:18][CH2:19][CH2:20][Cl:24])=[C:7]([N+:12]([O-:14])=[O:13])[CH:8]=[N:9]2)=[CH:4][CH:3]=1, predict the reactants needed to synthesize it. The reactants are: [Br:1][C:2]1[CH:11]=[C:10]2[C:5]([C:6]([NH:15][CH2:16][CH2:17][CH2:18][CH2:19][CH2:20]O)=[C:7]([N+:12]([O-:14])=[O:13])[CH:8]=[N:9]2)=[CH:4][CH:3]=1.S(Cl)([Cl:24])=O.C(=O)(O)[O-].[Na+].O.